From a dataset of Reaction yield outcomes from USPTO patents with 853,638 reactions. Predict the reaction yield, written as a fraction of the theoretical maximum amount of product (1.0 means a 100% yield; for example, 0.34 means a 34% yield). The reactants are C[O:2][C:3](=[O:33])[C:4]1[CH:9]=[CH:8][C:7]([CH2:10][N:11]2[CH:15]=[C:14]([C:16]3[CH:21]=[CH:20][C:19]([Cl:22])=[CH:18][C:17]=3[Cl:23])[N:13]=[C:12]2/[CH:24]=[CH:25]/[C:26]2[CH:31]=[CH:30][C:29](Br)=[CH:28][CH:27]=2)=[CH:6][CH:5]=1.[F:34][C:35]1[C:40](B(O)O)=[C:39]([O:44][CH3:45])[CH:38]=[CH:37][CH:36]=1. No catalyst specified. The yield is 0.620. The product is [Cl:23][C:17]1[CH:18]=[C:19]([Cl:22])[CH:20]=[CH:21][C:16]=1[C:14]1[N:13]=[C:12](/[CH:24]=[CH:25]/[C:26]2[CH:27]=[CH:28][C:29]([C:40]3[C:35]([F:34])=[CH:36][CH:37]=[CH:38][C:39]=3[O:44][CH3:45])=[CH:30][CH:31]=2)[N:11]([CH2:10][C:7]2[CH:6]=[CH:5][C:4]([C:3]([OH:2])=[O:33])=[CH:9][CH:8]=2)[CH:15]=1.